Dataset: M1 muscarinic receptor antagonist screen with 61,756 compounds. Task: Binary Classification. Given a drug SMILES string, predict its activity (active/inactive) in a high-throughput screening assay against a specified biological target. (1) The compound is S(CC(=O)Nc1ccc(Oc2ccccc2)cc1)c1n(N)c(nn1)C. The result is 0 (inactive). (2) The compound is S(c1n(c(N)c2c(n1)nnc2C)c1ccc(OC)cc1)CC(=O)Nc1c(CC)cccc1. The result is 0 (inactive). (3) The molecule is Clc1c(OCc2onc(n2)c2ncccc2)cc(Cl)c(Cl)c1. The result is 0 (inactive). (4) The molecule is S(=O)(=O)(N1C(Cc2c1cccc2)C)c1c2nsnc2ccc1. The result is 0 (inactive). (5) The result is 0 (inactive). The compound is S(=O)(=O)(NCc1cc(c2nn(c(=O)c3c2cccc3)C)ccc1OC)C.